From a dataset of Full USPTO retrosynthesis dataset with 1.9M reactions from patents (1976-2016). Predict the reactants needed to synthesize the given product. (1) Given the product [Cl:26][C:22]1[CH:21]=[C:20]([C@@H:27]([C@H:30]2[CH2:34][CH2:33][CH2:32][O:31]2)[CH2:28][OH:29])[C:19]([Cl:35])=[C:18]2[C:23]=1[CH2:24][CH2:25][N:16]([CH2:15][C:14]1[C:9](=[O:8])[NH:10][C:11]([CH3:38])=[CH:12][C:13]=1[CH3:37])[C:17]2=[O:36], predict the reactants needed to synthesize it. The reactants are: C([O:8][C:9]1[C:14]([CH2:15][N:16]2[CH2:25][CH2:24][C:23]3[C:18](=[C:19]([Cl:35])[C:20]([C@@H:27]([CH:30]4[CH2:34][CH2:33][CH2:32][O:31]4)[CH2:28][OH:29])=[CH:21][C:22]=3[Cl:26])[C:17]2=[O:36])=[C:13]([CH3:37])[CH:12]=[C:11]([CH3:38])[N:10]=1)C1C=CC=CC=1. (2) Given the product [CH2:1]([O:3][C:4](=[O:32])[CH2:5][N:6]1[CH2:10][C@@H:9]([C:11]([OH:13])=[O:12])[NH:8][C:7]1=[O:31])[CH3:2], predict the reactants needed to synthesize it. The reactants are: [CH2:1]([O:3][C:4](=[O:32])[CH2:5][N:6]1[CH2:10][C@@H:9]([C:11]([O:13]CC2C=CC=CC=2)=[O:12])[N:8](C(OCC2C=CC=CC=2)=O)[C:7]1=[O:31])[CH3:2].